This data is from Full USPTO retrosynthesis dataset with 1.9M reactions from patents (1976-2016). The task is: Predict the reactants needed to synthesize the given product. Given the product [O:39]=[C:24]1[NH:23][C:27]2[CH:2]=[CH:3][C:4]([CH:9]([CH3:15])[C:10]([O:12][CH2:13][CH3:14])=[O:11])=[CH:5][C:26]=2[NH:25]1, predict the reactants needed to synthesize it. The reactants are: N[C:2]1[CH:3]=[C:4]([CH:9]([CH3:15])[C:10]([O:12][CH2:13][CH3:14])=[O:11])[CH:5]=CC=1N.C([N:23]1[CH:27]=[CH:26][N:25]=[CH:24]1)([N:23]1[CH:27]=[CH:26][N:25]=[CH:24]1)=S.C1CCN2C(=NCCC2)CC1.[OH2:39].